Dataset: Full USPTO retrosynthesis dataset with 1.9M reactions from patents (1976-2016). Task: Predict the reactants needed to synthesize the given product. (1) Given the product [C:1]([O:5][C:6]([N:8]1[C:16]2[C:11](=[CH:12][CH:13]=[C:14]([C:29]3[CH:28]=[C:27]([N+:24]([O-:26])=[O:25])[CH:32]=[C:31]([N+:33]([O-:35])=[O:34])[CH:30]=3)[CH:15]=2)[C:10]([CH2:18][C:19]([O:21][CH2:22][CH3:23])=[O:20])=[CH:9]1)=[O:7])([CH3:4])([CH3:3])[CH3:2], predict the reactants needed to synthesize it. The reactants are: [C:1]([O:5][C:6]([N:8]1[C:16]2[C:11](=[CH:12][CH:13]=[C:14](Br)[CH:15]=2)[C:10]([CH2:18][C:19]([O:21][CH2:22][CH3:23])=[O:20])=[CH:9]1)=[O:7])([CH3:4])([CH3:3])[CH3:2].[N+:24]([C:27]1[CH:28]=[C:29](B2OC(C)(C)C(C)(C)O2)[CH:30]=[C:31]([N+:33]([O-:35])=[O:34])[CH:32]=1)([O-:26])=[O:25].[O-]P([O-])([O-])=O.[K+].[K+].[K+]. (2) The reactants are: [F:1][C:2]1[CH:7]=[CH:6][C:5]([C:8]2[N:9]=[C:10]3[CH:15]=[C:14]([CH:16]4[CH2:21][CH2:20][N:19]([C:22]([O:24][CH2:25][C:26]5[CH:31]=[CH:30][CH:29]=[CH:28][CH:27]=5)=[O:23])[CH2:18][CH2:17]4)[CH:13]=[CH:12][N:11]3[CH:32]=2)=[CH:4][CH:3]=1.[C:33](OC(=O)C)(=[O:35])[CH3:34]. Given the product [C:33]([C:32]1[N:11]2[CH:12]=[CH:13][C:14]([CH:16]3[CH2:21][CH2:20][N:19]([C:22]([O:24][CH2:25][C:26]4[CH:31]=[CH:30][CH:29]=[CH:28][CH:27]=4)=[O:23])[CH2:18][CH2:17]3)=[CH:15][C:10]2=[N:9][C:8]=1[C:5]1[CH:6]=[CH:7][C:2]([F:1])=[CH:3][CH:4]=1)(=[O:35])[CH3:34], predict the reactants needed to synthesize it. (3) Given the product [C:22]1([C:5]2[CH:6]=[CH:7][CH:8]=[C:9]3[C:4]=2[C:1](=[O:3])[NH:2][C:11]([C:13]2([CH3:21])[CH2:18][O:17][C:16]([CH3:20])([CH3:19])[O:15][CH2:14]2)=[N:10]3)[CH:27]=[CH:26][CH:25]=[CH:24][CH:23]=1, predict the reactants needed to synthesize it. The reactants are: [C:1]([C:4]1[C:9]([NH:10][C:11]([C:13]2([CH3:21])[CH2:18][O:17][C:16]([CH3:20])([CH3:19])[O:15][CH2:14]2)=O)=[CH:8][CH:7]=[CH:6][C:5]=1[C:22]1[CH:27]=[CH:26][CH:25]=[CH:24][CH:23]=1)(=[O:3])[NH2:2].C[O-].[Na+]. (4) Given the product [Br:16][C:13]1[CH:12]=[CH:11][C:10](/[C:7](/[C:26]2[CH:25]=[CH:24][C:22]([NH:23][C:53](=[O:62])[C:54]3[C:59]([CH3:60])=[C:58]([F:61])[CH:57]=[N:56][CH:55]=3)=[CH:21][C:20]=2[CH3:19])=[CH:8]/[CH3:9])=[CH:15][CH:14]=1, predict the reactants needed to synthesize it. The reactants are: FC(F)(F)S(O[C:7]([C:10]1[CH:15]=[CH:14][C:13]([Br:16])=[CH:12][CH:11]=1)=[CH:8][CH3:9])(=O)=O.[CH3:19][C:20]1[CH:21]=[C:22]([CH:24]=[CH:25][C:26]=1B1OC(C)(C)C(C)(C)O1)[NH2:23].BrC1C=CC(/C(/C2C=CC(N[C:53](=[O:62])[C:54]3[C:59]([CH3:60])=[C:58]([F:61])[CH:57]=[N:56][CH:55]=3)=NC=2)=C/C)=CC=1.